Dataset: Forward reaction prediction with 1.9M reactions from USPTO patents (1976-2016). Task: Predict the product of the given reaction. (1) Given the reactants [C:1]([O:5][C:6]([NH:8][CH:9]([O:23][C:24](=[O:30])[CH2:25][CH2:26][CH2:27][CH2:28][CH3:29])[C@H:10]([CH3:22])[CH:11]=[CH:12][C:13]1[CH:14]=[CH:15][C:16]2[CH:20]=[CH:19][S:18][C:17]=2[CH:21]=1)=[O:7])([CH3:4])([CH3:3])[CH3:2], predict the reaction product. The product is: [C:1]([O:5][C:6]([NH:8][CH:9]([O:23][C:24](=[O:30])[CH2:25][CH2:26][CH2:27][CH2:28][CH3:29])[C@H:10]([CH3:22])[CH2:11][CH2:12][C:13]1[CH:14]=[CH:15][C:16]2[CH:20]=[CH:19][S:18][C:17]=2[CH:21]=1)=[O:7])([CH3:2])([CH3:4])[CH3:3]. (2) The product is: [C:1]12([CH2:11][NH:12][C:13]([C:15]3[N:20]4[CH:21]=[C:22]([CH2:24][CH2:25][O:26][S:28]([CH3:27])(=[O:30])=[O:29])[N:23]=[C:19]4[CH:18]=[CH:17][CH:16]=3)=[O:14])[CH2:2][CH:3]3[CH2:4][CH:5]([CH2:6][CH:7]([CH2:9]3)[CH2:8]1)[CH2:10]2. Given the reactants [C:1]12([CH2:11][NH:12][C:13]([C:15]3[N:20]4[CH:21]=[C:22]([CH2:24][CH2:25][OH:26])[N:23]=[C:19]4[CH:18]=[CH:17][CH:16]=3)=[O:14])[CH2:10][CH:5]3[CH2:6][CH:7]([CH2:9][CH:3]([CH2:4]3)[CH2:2]1)[CH2:8]2.[CH3:27][S:28](Cl)(=[O:30])=[O:29], predict the reaction product. (3) Given the reactants [NH:1]1[C:9]2[C:4](=[CH:5][C:6]([OH:10])=[CH:7][CH:8]=2)[CH:3]=[CH:2]1.[Cl:11][C:12]1[CH:17]=[CH:16][CH:15]=[C:14]([Cl:18])[C:13]=1[C:19]1[C:23]([CH2:24]O)=[C:22]([CH:26]([CH3:28])[CH3:27])[O:21][N:20]=1.C1(P(C2C=CC=CC=2)C2C=CC=CC=2)C=CC=CC=1.N(C(OC(C)C)=O)=NC(OC(C)C)=O, predict the reaction product. The product is: [Cl:18][C:14]1[CH:15]=[CH:16][CH:17]=[C:12]([Cl:11])[C:13]=1[C:19]1[C:23]([CH2:24][O:10][C:6]2[CH:5]=[C:4]3[C:9](=[CH:8][CH:7]=2)[NH:1][CH:2]=[CH:3]3)=[C:22]([CH:26]([CH3:28])[CH3:27])[O:21][N:20]=1. (4) Given the reactants [Cl:1][C:2]1[CH:7]=[CH:6][C:5]([C@H:8]([NH2:10])[CH3:9])=[CH:4][CH:3]=1.[C:11]1([C:17]([C:21]2[CH:26]=[CH:25][CH:24]=[CH:23][CH:22]=2)=[CH:18][CH:19]=O)[CH:16]=[CH:15][CH:14]=[CH:13][CH:12]=1.[BH-](OC(C)=O)(OC(C)=O)OC(C)=O.[Na+].[OH-].[Na+], predict the reaction product. The product is: [Cl:1][C:2]1[CH:7]=[CH:6][C:5]([C@H:8]([NH:10][CH2:19][CH:18]=[C:17]([C:11]2[CH:16]=[CH:15][CH:14]=[CH:13][CH:12]=2)[C:21]2[CH:26]=[CH:25][CH:24]=[CH:23][CH:22]=2)[CH3:9])=[CH:4][CH:3]=1.